From a dataset of Forward reaction prediction with 1.9M reactions from USPTO patents (1976-2016). Predict the product of the given reaction. (1) Given the reactants [C:1]([O:5][C:6]([N:8]1[CH2:12][CH2:11][CH2:10][CH:9]1[CH:13]=[CH:14][CH2:15][N:16]([C:25](=[O:27])[CH3:26])[C:17]1[CH:22]=[C:21]([F:23])[CH:20]=[CH:19][C:18]=1Br)=[O:7])([CH3:4])([CH3:3])[CH3:2].C([O-])([O-])=O.[K+].[K+], predict the reaction product. The product is: [C:1]([O:5][C:6]([N:8]1[CH2:12][CH2:11][CH2:10][CH:9]1[CH2:13][C:14]1[C:18]2[C:17](=[CH:22][C:21]([F:23])=[CH:20][CH:19]=2)[N:16]([C:25](=[O:27])[CH3:26])[CH:15]=1)=[O:7])([CH3:4])([CH3:3])[CH3:2]. (2) Given the reactants C(=O)([O-])[O-].[Cs+].[Cs+].[NH2:7][C:8]1[N:13]=[CH:12][C:11]([C:14]([N:16]2[C@@H:21]([CH3:22])[CH2:20][O:19][CH2:18][C@@H:17]2[CH3:23])=[O:15])=[CH:10][CH:9]=1.Br[C:25]1[C:26](=[O:33])[N:27]([CH3:32])[N:28]=[C:29]([Cl:31])[CH:30]=1.CC1(C)C2C(=C(P(C3C=CC=CC=3)C3C=CC=CC=3)C=CC=2)OC2C(P(C3C=CC=CC=3)C3C=CC=CC=3)=CC=CC1=2, predict the reaction product. The product is: [Cl:31][C:29]1[CH:30]=[C:25]([NH:7][C:8]2[CH:9]=[CH:10][C:11]([C:14]([N:16]3[C@@H:21]([CH3:22])[CH2:20][O:19][CH2:18][C@@H:17]3[CH3:23])=[O:15])=[CH:12][N:13]=2)[C:26](=[O:33])[N:27]([CH3:32])[N:28]=1. (3) Given the reactants [Cl:1][C:2]1[CH:7]=[CH:6][C:5]([C:8]2[O:16][C:15]3[CH:14]=[CH:13][NH:12][C:11](=[O:17])[C:10]=3[CH:9]=2)=[CH:4][CH:3]=1.Br[C:19]1[CH:29]=[CH:28][C:22]([O:23][CH2:24][C:25]([NH2:27])=[O:26])=[C:21]([O:30][CH3:31])[CH:20]=1.C(=O)([O-])[O-].[K+].[K+].CN[C@@H]1CCCC[C@H]1NC, predict the reaction product. The product is: [Cl:1][C:2]1[CH:3]=[CH:4][C:5]([C:8]2[O:16][C:15]3[CH:14]=[CH:13][N:12]([C:19]4[CH:29]=[CH:28][C:22]([O:23][CH2:24][C:25]([NH2:27])=[O:26])=[C:21]([O:30][CH3:31])[CH:20]=4)[C:11](=[O:17])[C:10]=3[CH:9]=2)=[CH:6][CH:7]=1. (4) Given the reactants [CH3:1][O:2][C:3]1[C:8]([CH2:9][NH:10][CH2:11][C:12]([O:14][CH2:15][CH3:16])=[O:13])=[C:7]([N+:17]([O-])=O)[CH:6]=[CH:5][CH:4]=1.[Cl:20][C:21]1[CH:29]=[CH:28][C:24]([C:25](Cl)=[O:26])=[CH:23][CH:22]=1.C(N(CC)CC)C.[H][H], predict the reaction product. The product is: [NH2:17][C:7]1[CH:6]=[CH:5][CH:4]=[C:3]([O:2][CH3:1])[C:8]=1[CH2:9][N:10]([CH2:11][C:12]([O:14][CH2:15][CH3:16])=[O:13])[C:25](=[O:26])[C:24]1[CH:28]=[CH:29][C:21]([Cl:20])=[CH:22][CH:23]=1.